From a dataset of Peptide-MHC class I binding affinity with 185,985 pairs from IEDB/IMGT. Regression. Given a peptide amino acid sequence and an MHC pseudo amino acid sequence, predict their binding affinity value. This is MHC class I binding data. (1) The peptide sequence is RVRRLNWAA. The MHC is HLA-B51:01 with pseudo-sequence HLA-B51:01. The binding affinity (normalized) is 0.0847. (2) The peptide sequence is GTFQTTTGEI. The MHC is HLA-A68:02 with pseudo-sequence HLA-A68:02. The binding affinity (normalized) is 0.547. (3) The peptide sequence is LPLEFGASA. The MHC is HLA-B53:01 with pseudo-sequence HLA-B53:01. The binding affinity (normalized) is 0.168. (4) The peptide sequence is ICGGTIDAY. The MHC is HLA-A24:02 with pseudo-sequence HLA-A24:02. The binding affinity (normalized) is 0. (5) The MHC is HLA-B35:01 with pseudo-sequence HLA-B35:01. The peptide sequence is RVISDGYFK. The binding affinity (normalized) is 0.0847. (6) The peptide sequence is KVSCTILAVV. The MHC is HLA-A02:06 with pseudo-sequence HLA-A02:06. The binding affinity (normalized) is 0.722. (7) The peptide sequence is NISFKSINKV. The MHC is HLA-A02:06 with pseudo-sequence HLA-A02:06. The binding affinity (normalized) is 0.134.